This data is from Forward reaction prediction with 1.9M reactions from USPTO patents (1976-2016). The task is: Predict the product of the given reaction. Given the reactants [O:1]1[CH:5]=[CH:4][CH:3]=[C:2]1[C:6]1[N:11]=[C:10]2[N:12]([CH2:16][C:17]3[CH:22]=[CH:21][C:20]([O:23][CH3:24])=[CH:19][CH:18]=3)[NH:13][C:14](=[O:15])[C:9]2=[CH:8][C:7]=1[C:25]1[CH:30]=[CH:29][N:28]=[CH:27][N:26]=1.[H-].[Na+].[H][H].[CH2:35](Br)[CH3:36], predict the reaction product. The product is: [CH2:35]([O:15][C:14]1[C:9]2[C:10](=[N:11][C:6]([C:2]3[O:1][CH:5]=[CH:4][CH:3]=3)=[C:7]([C:25]3[CH:30]=[CH:29][N:28]=[CH:27][N:26]=3)[CH:8]=2)[N:12]([CH2:16][C:17]2[CH:18]=[CH:19][C:20]([O:23][CH3:24])=[CH:21][CH:22]=2)[N:13]=1)[CH3:36].